From a dataset of Reaction yield outcomes from USPTO patents with 853,638 reactions. Predict the reaction yield, written as a fraction of the theoretical maximum amount of product (1.0 means a 100% yield; for example, 0.34 means a 34% yield). The reactants are [CH3:1][O:2][C:3](=[O:29])[CH:4]([C:12]1[N:16]2[CH:17]=[C:18]([CH3:21])[CH:19]=[CH:20][C:15]2=[N:14][C:13]=1[C:22]1[CH:27]=[CH:26][C:25]([CH3:28])=[CH:24][CH:23]=1)[CH2:5][CH2:6][CH:7]1OCC[O:8]1.Cl. The catalyst is CC(C)=O. The product is [CH3:1][O:2][C:3](=[O:29])[CH:4]([C:12]1[N:16]2[CH:17]=[C:18]([CH3:21])[CH:19]=[CH:20][C:15]2=[N:14][C:13]=1[C:22]1[CH:27]=[CH:26][C:25]([CH3:28])=[CH:24][CH:23]=1)[CH2:5][CH2:6][CH:7]=[O:8]. The yield is 0.750.